Dataset: Forward reaction prediction with 1.9M reactions from USPTO patents (1976-2016). Task: Predict the product of the given reaction. (1) Given the reactants [CH3:1][C:2]1[NH:6][N:5]=[C:4]([C:7](O)=O)[CH:3]=1.[NH2:10][C:11]1[C:23]([NH2:24])=[CH:22][C:14]2[N:15]([CH:19]([CH3:21])[CH3:20])[C:16](=[O:18])[NH:17][C:13]=2[CH:12]=1.O=P12OP3(OP(OP(O3)(O1)=O)(=O)O2)=O, predict the reaction product. The product is: [CH:19]([N:15]1[C:14]2[CH:22]=[C:23]3[C:11](=[CH:12][C:13]=2[NH:17][C:16]1=[O:18])[NH:10][C:7]([C:4]1[CH:3]=[C:2]([CH3:1])[NH:6][N:5]=1)=[N:24]3)([CH3:21])[CH3:20]. (2) Given the reactants C[O:2][C:3](=[O:46])[C:4]1[CH:9]=[CH:8][CH:7]=[C:6]([C:10]2[O:11][C:12]([C:15]3[N:16]([O:38]CC4C=CC=CC=4)[CH:17]([CH:32]4[CH2:37][CH2:36][CH2:35][CH2:34][CH2:33]4)[NH:18][C:19]=3[CH2:20][O:21][C:22]34[CH2:31][CH:26]5[CH2:27][CH:28]([CH2:30][CH:24]([CH2:25]5)[CH2:23]3)[CH2:29]4)=[N:13][N:14]=2)[CH:5]=1.COC(=O)C1C=CC=C(C(NNC(C2N(OCC3C=CC=CC=3)C(C3CCCCC3)NC=2COC23CC4CC(CC(C4)C2)C3)=O)=O)C=1, predict the reaction product. The product is: [C:22]12([O:21][CH2:20][C:19]3[NH:18][CH:17]([CH:32]4[CH2:37][CH2:36][CH2:35][CH2:34][CH2:33]4)[N:16]([OH:38])[C:15]=3[C:12]3[O:11][C:10]([C:6]4[CH:5]=[C:4]([CH:9]=[CH:8][CH:7]=4)[C:3]([OH:46])=[O:2])=[N:14][N:13]=3)[CH2:23][CH:24]3[CH2:30][CH:28]([CH2:27][CH:26]([CH2:25]3)[CH2:31]1)[CH2:29]2. (3) Given the reactants [CH3:1][O:2][C:3](=[O:27])[C:4]([C:16]1[CH:21]=[CH:20][C:19]([O:22][CH2:23][CH2:24][CH2:25]Br)=[CH:18][CH:17]=1)=[CH:5][C:6]1[CH:11]=[C:10]([O:12][CH3:13])[CH:9]=[C:8]([O:14][CH3:15])[CH:7]=1.CO[C:30]1[CH:39]=[CH:38][CH:37]=[CH:36][C:31]=1[O:32][CH2:33][CH2:34][NH2:35].[C:40](=O)([O-])[O-:41].[K+].[K+], predict the reaction product. The product is: [CH3:1][O:2][C:3](=[O:27])[C:4]([C:16]1[CH:21]=[CH:20][C:19]([O:22][CH2:23][CH2:24][CH2:25][NH:35][CH2:34][CH:33]([O:32][C:31]2[CH:30]=[CH:39][CH:38]=[CH:37][CH:36]=2)[O:41][CH3:40])=[CH:18][CH:17]=1)=[CH:5][C:6]1[CH:11]=[C:10]([O:12][CH3:13])[CH:9]=[C:8]([O:14][CH3:15])[CH:7]=1. (4) Given the reactants [C:1]([O:5][C:6]([N:8]1[C@@H:12]([CH3:13])[C@H:11]([F:14])[CH2:10][C@H:9]1[C:15]([NH:17][CH2:18][C:19]1[C:24]([F:25])=[CH:23][N:22]=[C:21]([C:26]2[CH:27]=[C:28]([C:36]([OH:38])=O)[C:29]([C:32]([F:35])([F:34])[F:33])=[N:30][CH:31]=2)[CH:20]=1)=[O:16])=[O:7])([CH3:4])([CH3:3])[CH3:2].[NH4+].[Cl-].C[N:42](C(ON1N=NC2C=CC=NC1=2)=[N+](C)C)C.F[P-](F)(F)(F)(F)F.CCN(C(C)C)C(C)C, predict the reaction product. The product is: [C:36]([C:28]1[CH:27]=[C:26]([C:21]2[CH:20]=[C:19]([CH2:18][NH:17][C:15]([C@H:9]3[N:8]([C:6]([O:5][C:1]([CH3:2])([CH3:4])[CH3:3])=[O:7])[C@@H:12]([CH3:13])[C@H:11]([F:14])[CH2:10]3)=[O:16])[C:24]([F:25])=[CH:23][N:22]=2)[CH:31]=[N:30][C:29]=1[C:32]([F:34])([F:35])[F:33])(=[O:38])[NH2:42].